From a dataset of Full USPTO retrosynthesis dataset with 1.9M reactions from patents (1976-2016). Predict the reactants needed to synthesize the given product. (1) Given the product [OH:5][CH2:6][C@@H:7]1[C@@H:12]([OH:13])[C@H:11]([OH:20])[C@H:10]([OH:27])[C@@H:9]([C:34]2[CH:38]=[C:37]([C@@H:39]3[C@@H:44]([OH:45])[C@@H:43]([OH:52])[C@H:42]([OH:59])[C@@H:41]([CH2:66][OH:67])[O:40]3)[S:36][CH:35]=2)[O:8]1, predict the reactants needed to synthesize it. The reactants are: CC(C)(C)C([O:5][CH2:6][C@@H:7]1[C@@H:12]([O:13]C(=O)C(C)(C)C)[C@H:11]([O:20]C(=O)C(C)(C)C)[C@H:10]([O:27]C(=O)C(C)(C)C)[C@@H:9]([C:34]2[CH:38]=[C:37]([C@@H:39]3[C@@H:44]([O:45]C(=O)C(C)(C)C)[C@@H:43]([O:52]C(=O)C(C)(C)C)[C@H:42]([O:59]C(=O)C(C)(C)C)[C@@H:41]([CH2:66][O:67]C(=O)C(C)(C)C)[O:40]3)[S:36][CH:35]=2)[O:8]1)=O.CO[Na]. (2) Given the product [OH:12][C:9]1[CH:10]=[C:11]2[C:6](=[C:7]([C:13]#[N:14])[CH:8]=1)[C:5](=[O:15])[N:4]([C:16]1[CH:21]=[CH:20][C:19]([OH:22])=[CH:18][CH:17]=1)[CH:3]=[C:2]2[C:32]1[CH:31]=[C:30]([F:29])[C:35]([F:36])=[C:34]([F:37])[CH:33]=1, predict the reactants needed to synthesize it. The reactants are: Br[C:2]1[C:11]2[C:6](=[C:7]([C:13]#[N:14])[CH:8]=[C:9]([OH:12])[CH:10]=2)[C:5](=[O:15])[N:4]([C:16]2[CH:21]=[CH:20][C:19]([OH:22])=[CH:18][CH:17]=2)[CH:3]=1.C(=O)([O-])[O-].[Cs+].[Cs+].[F:29][C:30]1[CH:31]=[C:32](B(O)O)[CH:33]=[C:34]([F:37])[C:35]=1[F:36]. (3) Given the product [F:1][C:2]1[CH:3]=[C:4]2[C:9](=[CH:10][C:11]=1[N:32]1[CH:33]=[C:29]([CH3:28])[N:30]=[CH:31]1)[N:8]([CH2:13][C:14]1[CH:19]=[CH:18][C:17]([C:20]([F:21])([F:22])[F:23])=[CH:16][C:15]=1[F:24])[CH:7]=[C:6]([C:25]#[N:26])[C:5]2=[O:27], predict the reactants needed to synthesize it. The reactants are: [F:1][C:2]1[CH:3]=[C:4]2[C:9](=[CH:10][C:11]=1F)[N:8]([CH2:13][C:14]1[CH:19]=[CH:18][C:17]([C:20]([F:23])([F:22])[F:21])=[CH:16][C:15]=1[F:24])[CH:7]=[C:6]([C:25]#[N:26])[C:5]2=[O:27].[CH3:28][C:29]1[N:30]=[CH:31][NH:32][CH:33]=1. (4) Given the product [F:20][C:17]1[CH:18]=[CH:19][C:14]2[NH:13][C:1](=[O:2])[N:21]([CH:22]3[CH2:23][CH2:24][N:25]([C:28]4([CH3:40])[CH2:32][CH2:31][N:30]([C:33]([O:35][C:36]([CH3:39])([CH3:38])[CH3:37])=[O:34])[CH2:29]4)[CH2:26][CH2:27]3)[C:15]=2[CH:16]=1, predict the reactants needed to synthesize it. The reactants are: [C:1](=O)(OC(Cl)(Cl)Cl)[O:2]C(Cl)(Cl)Cl.[NH2:13][C:14]1[CH:19]=[CH:18][C:17]([F:20])=[CH:16][C:15]=1[NH:21][CH:22]1[CH2:27][CH2:26][N:25]([C:28]2([CH3:40])[CH2:32][CH2:31][N:30]([C:33]([O:35][C:36]([CH3:39])([CH3:38])[CH3:37])=[O:34])[CH2:29]2)[CH2:24][CH2:23]1.C(N(CC)CC)C.O. (5) The reactants are: Br[C:2]1[CH:10]=[CH:9][C:8]([Cl:11])=[CH:7][C:3]=1[C:4]([OH:6])=[O:5].C([Li])CCC.[CH2:17]([N:24]1[CH2:29][CH2:28][C:27](=O)[CH2:26][CH2:25]1)[C:18]1[CH:23]=[CH:22][CH:21]=[CH:20][CH:19]=1.O. Given the product [CH2:17]([N:24]1[CH2:29][CH2:28][C:27]2([C:2]3[CH:10]=[CH:9][C:8]([Cl:11])=[CH:7][C:3]=3[C:4](=[O:5])[O:6]2)[CH2:26][CH2:25]1)[C:18]1[CH:23]=[CH:22][CH:21]=[CH:20][CH:19]=1, predict the reactants needed to synthesize it.